From a dataset of NCI-60 drug combinations with 297,098 pairs across 59 cell lines. Regression. Given two drug SMILES strings and cell line genomic features, predict the synergy score measuring deviation from expected non-interaction effect. (1) Drug 1: C1CN1P(=S)(N2CC2)N3CC3. Drug 2: CCN(CC)CCCC(C)NC1=C2C=C(C=CC2=NC3=C1C=CC(=C3)Cl)OC. Cell line: MDA-MB-231. Synergy scores: CSS=17.4, Synergy_ZIP=-3.97, Synergy_Bliss=3.56, Synergy_Loewe=-0.783, Synergy_HSA=3.47. (2) Drug 1: CC1=C(C(=CC=C1)Cl)NC(=O)C2=CN=C(S2)NC3=CC(=NC(=N3)C)N4CCN(CC4)CCO. Drug 2: CC(C)NC(=O)C1=CC=C(C=C1)CNNC.Cl. Cell line: MDA-MB-435. Synergy scores: CSS=5.64, Synergy_ZIP=1.04, Synergy_Bliss=6.06, Synergy_Loewe=2.53, Synergy_HSA=2.93. (3) Drug 1: CN(CCCl)CCCl.Cl. Drug 2: C1C(C(OC1N2C=NC(=NC2=O)N)CO)O. Cell line: HL-60(TB). Synergy scores: CSS=50.4, Synergy_ZIP=1.34, Synergy_Bliss=4.41, Synergy_Loewe=-2.83, Synergy_HSA=0.304. (4) Drug 1: C1=CC(=CC=C1C#N)C(C2=CC=C(C=C2)C#N)N3C=NC=N3. Drug 2: CN(CC1=CN=C2C(=N1)C(=NC(=N2)N)N)C3=CC=C(C=C3)C(=O)NC(CCC(=O)O)C(=O)O. Cell line: TK-10. Synergy scores: CSS=37.6, Synergy_ZIP=1.17, Synergy_Bliss=2.07, Synergy_Loewe=-33.8, Synergy_HSA=1.08. (5) Drug 1: C(=O)(N)NO. Drug 2: B(C(CC(C)C)NC(=O)C(CC1=CC=CC=C1)NC(=O)C2=NC=CN=C2)(O)O. Cell line: NCIH23. Synergy scores: CSS=17.4, Synergy_ZIP=0.994, Synergy_Bliss=-1.25, Synergy_Loewe=-65.3, Synergy_HSA=-2.50. (6) Drug 1: CC1=CC=C(C=C1)C2=CC(=NN2C3=CC=C(C=C3)S(=O)(=O)N)C(F)(F)F. Drug 2: CN(CCCl)CCCl.Cl. Cell line: RXF 393. Synergy scores: CSS=2.51, Synergy_ZIP=-2.31, Synergy_Bliss=0.0464, Synergy_Loewe=-2.08, Synergy_HSA=-0.0580. (7) Drug 1: CCCS(=O)(=O)NC1=C(C(=C(C=C1)F)C(=O)C2=CNC3=C2C=C(C=N3)C4=CC=C(C=C4)Cl)F. Drug 2: CC1CCCC2(C(O2)CC(NC(=O)CC(C(C(=O)C(C1O)C)(C)C)O)C(=CC3=CSC(=N3)C)C)C. Cell line: HL-60(TB). Synergy scores: CSS=-7.81, Synergy_ZIP=4.32, Synergy_Bliss=11.3, Synergy_Loewe=-4.04, Synergy_HSA=-2.09. (8) Drug 1: C1=C(C(=O)NC(=O)N1)N(CCCl)CCCl. Drug 2: C1=NC2=C(N1)C(=S)N=C(N2)N. Cell line: SN12C. Synergy scores: CSS=38.1, Synergy_ZIP=-1.87, Synergy_Bliss=0.771, Synergy_Loewe=1.12, Synergy_HSA=4.88. (9) Drug 1: C1=C(C(=O)NC(=O)N1)F. Drug 2: C1CN(CCN1C(=O)CCBr)C(=O)CCBr. Cell line: COLO 205. Synergy scores: CSS=45.4, Synergy_ZIP=-0.664, Synergy_Bliss=0.0370, Synergy_Loewe=-0.299, Synergy_HSA=4.16.